Predict the reaction yield, written as a fraction of the theoretical maximum amount of product (1.0 means a 100% yield; for example, 0.34 means a 34% yield). From a dataset of Reaction yield outcomes from USPTO patents with 853,638 reactions. The reactants are Cl[C:2]([O:4][CH3:5])=[O:3].CCN(C(C)C)C(C)C.[Cl:15][C:16]1[CH:21]=[CH:20][CH:19]=[C:18]([Cl:22])[C:17]=1[C:23]1[S:24][C:25]2[C:26]([NH2:33])=[N:27][CH:28]=[C:29]([F:32])[C:30]=2[N:31]=1. The catalyst is C1COCC1. The product is [CH3:5][O:4][C:2](=[O:3])[NH:33][C:26]1[C:25]2[S:24][C:23]([C:17]3[C:18]([Cl:22])=[CH:19][CH:20]=[CH:21][C:16]=3[Cl:15])=[N:31][C:30]=2[C:29]([F:32])=[CH:28][N:27]=1. The yield is 0.200.